Dataset: NCI-60 drug combinations with 297,098 pairs across 59 cell lines. Task: Regression. Given two drug SMILES strings and cell line genomic features, predict the synergy score measuring deviation from expected non-interaction effect. (1) Cell line: NCIH23. Synergy scores: CSS=11.0, Synergy_ZIP=-22.8, Synergy_Bliss=-49.1, Synergy_Loewe=-47.3, Synergy_HSA=-44.1. Drug 1: CC1OCC2C(O1)C(C(C(O2)OC3C4COC(=O)C4C(C5=CC6=C(C=C35)OCO6)C7=CC(=C(C(=C7)OC)O)OC)O)O. Drug 2: COCCOC1=C(C=C2C(=C1)C(=NC=N2)NC3=CC=CC(=C3)C#C)OCCOC. (2) Drug 1: C1CCC(CC1)NC(=O)N(CCCl)N=O. Drug 2: CC=C1C(=O)NC(C(=O)OC2CC(=O)NC(C(=O)NC(CSSCCC=C2)C(=O)N1)C(C)C)C(C)C. Cell line: MDA-MB-231. Synergy scores: CSS=57.7, Synergy_ZIP=9.63, Synergy_Bliss=9.08, Synergy_Loewe=-11.1, Synergy_HSA=10.9. (3) Drug 1: COC1=C(C=C2C(=C1)N=CN=C2NC3=CC(=C(C=C3)F)Cl)OCCCN4CCOCC4. Drug 2: CC1CCC2CC(C(=CC=CC=CC(CC(C(=O)C(C(C(=CC(C(=O)CC(OC(=O)C3CCCCN3C(=O)C(=O)C1(O2)O)C(C)CC4CCC(C(C4)OC)OCCO)C)C)O)OC)C)C)C)OC. Cell line: OVCAR-4. Synergy scores: CSS=39.1, Synergy_ZIP=5.02, Synergy_Bliss=4.17, Synergy_Loewe=9.92, Synergy_HSA=11.1. (4) Drug 1: CC1OCC2C(O1)C(C(C(O2)OC3C4COC(=O)C4C(C5=CC6=C(C=C35)OCO6)C7=CC(=C(C(=C7)OC)O)OC)O)O. Drug 2: COCCOC1=C(C=C2C(=C1)C(=NC=N2)NC3=CC=CC(=C3)C#C)OCCOC.Cl. Cell line: M14. Synergy scores: CSS=11.0, Synergy_ZIP=-0.500, Synergy_Bliss=2.52, Synergy_Loewe=-4.28, Synergy_HSA=1.00. (5) Drug 1: CCN(CC)CCNC(=O)C1=C(NC(=C1C)C=C2C3=C(C=CC(=C3)F)NC2=O)C. Drug 2: C1CC(=O)NC(=O)C1N2C(=O)C3=CC=CC=C3C2=O. Cell line: IGROV1. Synergy scores: CSS=-8.57, Synergy_ZIP=3.49, Synergy_Bliss=-2.82, Synergy_Loewe=-7.44, Synergy_HSA=-9.90. (6) Drug 1: C1CN1C2=NC(=NC(=N2)N3CC3)N4CC4. Drug 2: C1=C(C(=O)NC(=O)N1)F. Cell line: UO-31. Synergy scores: CSS=39.0, Synergy_ZIP=-5.48, Synergy_Bliss=-3.76, Synergy_Loewe=1.64, Synergy_HSA=3.77. (7) Drug 1: CC1=C(C(CCC1)(C)C)C=CC(=CC=CC(=CC(=O)O)C)C. Drug 2: CC=C1C(=O)NC(C(=O)OC2CC(=O)NC(C(=O)NC(CSSCCC=C2)C(=O)N1)C(C)C)C(C)C. Cell line: HS 578T. Synergy scores: CSS=37.9, Synergy_ZIP=-1.83, Synergy_Bliss=0.931, Synergy_Loewe=-37.4, Synergy_HSA=1.07.